Dataset: Catalyst prediction with 721,799 reactions and 888 catalyst types from USPTO. Task: Predict which catalyst facilitates the given reaction. (1) Reactant: [CH3:1][O:2][C:3]1[CH:11]=[CH:10][CH:9]=[C:8]2[C:4]=1[C:5]([CH:12]=O)=[CH:6][NH:7]2.[CH3:14][C:15]1([CH3:23])[O:22][C:20](=[O:21])[CH2:19][C:17](=[O:18])[O:16]1.N1CCCCC1.C(O)(=O)C. Product: [CH3:1][O:2][C:3]1[CH:11]=[CH:10][CH:9]=[C:8]2[C:4]=1[C:5]([CH:12]=[C:19]1[C:20](=[O:21])[O:22][C:15]([CH3:23])([CH3:14])[O:16][C:17]1=[O:18])=[CH:6][NH:7]2. The catalyst class is: 11. (2) Reactant: OC1C(=O)NN=C(CCC2C=CC=CC=2)C=1.C([O:24][C:25]1[N:26]=[N:27][C:28]([C:39]#[C:40][C:41]2[CH:46]=[CH:45][C:44]([Cl:47])=[CH:43][CH:42]=2)=[CH:29][C:30]=1[O:31]CC1C=CC=CC=1)C1C=CC=CC=1. Product: [Cl:47][C:44]1[CH:45]=[CH:46][C:41]([CH2:40][CH2:39][C:28]2[CH:29]=[C:30]([OH:31])[C:25](=[O:24])[NH:26][N:27]=2)=[CH:42][CH:43]=1. The catalyst class is: 7.